Predict the product of the given reaction. From a dataset of Forward reaction prediction with 1.9M reactions from USPTO patents (1976-2016). (1) Given the reactants [CH:1]1[CH:2]=[CH:3][C:4]([NH:7][C:8]2[CH:9]=[CH:10][C:11]([NH:14][C:15]3[CH:16]=[CH:17][CH:18]=[CH:19][CH:20]=3)=[CH:12][CH:13]=2)=[CH:5][CH:6]=1.I[C:22]1[CH:27]=[CH:26][CH:25]=[CH:24][CH:23]=1.C([O-])([O-])=O.[K+].[K+], predict the reaction product. The product is: [C:15]1([N:14]([C:1]2[CH:2]=[CH:3][CH:4]=[CH:5][CH:6]=2)[C:11]2[CH:12]=[CH:13][C:8]([N:7]([C:22]3[CH:27]=[CH:26][CH:25]=[CH:24][CH:23]=3)[C:4]3[CH:3]=[CH:2][CH:1]=[CH:6][CH:5]=3)=[CH:9][CH:10]=2)[CH:20]=[CH:19][CH:18]=[CH:17][CH:16]=1. (2) Given the reactants [CH2:1]([C:3]1[N:7]([CH3:8])[N:6]=[C:5]([C:9]([O:11]CC)=[O:10])[CH:4]=1)[CH3:2].[OH-].[Na+], predict the reaction product. The product is: [CH2:1]([C:3]1[N:7]([CH3:8])[N:6]=[C:5]([C:9]([OH:11])=[O:10])[CH:4]=1)[CH3:2]. (3) Given the reactants [CH3:1][O:2][SiH:3]([O:6][CH3:7])[O:4][CH3:5].[CH2:8]([O:10][C:11](=[O:29])[C:12](=[CH:18][C:19]1[CH:24]=[CH:23][C:22]([O:25][CH2:26][CH:27]=[CH2:28])=[CH:21][CH:20]=1)[C:13]([O:15][CH2:16][CH3:17])=[O:14])[CH3:9], predict the reaction product. The product is: [CH2:16]([O:15][C:13](=[O:14])[C:12](=[CH:18][C:19]1[CH:20]=[CH:21][C:22]([O:25][CH2:26][CH2:27][CH2:28][Si:3]([O:6][CH3:7])([O:4][CH3:5])[O:2][CH3:1])=[CH:23][CH:24]=1)[C:11]([O:10][CH2:8][CH3:9])=[O:29])[CH3:17]. (4) Given the reactants [CH2:1]([O:8][C:9](=[O:31])[C@H:10]([CH2:16][CH2:17][CH2:18][CH2:19][NH:20][C:21]([O:23][CH2:24][C:25]1[CH:30]=[CH:29][CH:28]=[CH:27][CH:26]=1)=[O:22])[NH:11][CH2:12][CH:13]([CH3:15])[CH3:14])[C:2]1[CH:7]=[CH:6][CH:5]=[CH:4][CH:3]=1.[C:32]1([S:42](Cl)(=[O:44])=[O:43])[C:41]2[C:36](=[CH:37][CH:38]=[CH:39][CH:40]=2)[CH:35]=[CH:34][CH:33]=1, predict the reaction product. The product is: [CH2:1]([O:8][C:9](=[O:31])[C@H:10]([CH2:16][CH2:17][CH2:18][CH2:19][NH:20][C:21]([O:23][CH2:24][C:25]1[CH:26]=[CH:27][CH:28]=[CH:29][CH:30]=1)=[O:22])[N:11]([CH2:12][CH:13]([CH3:15])[CH3:14])[S:42]([C:32]1[C:41]2[C:36](=[CH:37][CH:38]=[CH:39][CH:40]=2)[CH:35]=[CH:34][CH:33]=1)(=[O:44])=[O:43])[C:2]1[CH:3]=[CH:4][CH:5]=[CH:6][CH:7]=1. (5) Given the reactants [Si]([O:8][CH2:9][C:10]1[CH:11]=[C:12]([CH2:16][C:17]([NH:19][CH2:20][C:21]2[C:22]([N:31]3[CH2:36][CH2:35][CH:34]([CH3:37])[CH2:33][CH2:32]3)=[N:23][C:24]([C:27]([F:30])([F:29])[F:28])=[CH:25][CH:26]=2)=[O:18])[CH:13]=[N:14][CH:15]=1)(C(C)(C)C)(C)C.[F-].C([N+](CCCC)(CCCC)CCCC)CCC, predict the reaction product. The product is: [OH:8][CH2:9][C:10]1[CH:11]=[C:12]([CH2:16][C:17]([NH:19][CH2:20][C:21]2[C:22]([N:31]3[CH2:36][CH2:35][CH:34]([CH3:37])[CH2:33][CH2:32]3)=[N:23][C:24]([C:27]([F:29])([F:30])[F:28])=[CH:25][CH:26]=2)=[O:18])[CH:13]=[N:14][CH:15]=1. (6) Given the reactants [Cl:1][C:2]1[C:11]2[CH2:10][N:9]([C@H:12]([CH:16]([CH3:18])[CH3:17])[C:13](O)=[O:14])[C:8](=[O:19])[C:7]3=[CH:20][NH:21][C:5]([C:6]=23)=[N:4][CH:3]=1.[NH:22]1[CH2:27][CH2:26][CH:25]([C:28]#[N:29])[CH2:24][CH2:23]1.CN(C(ON1N=NC2C=CC=NC1=2)=[N+](C)C)C.F[P-](F)(F)(F)(F)F, predict the reaction product. The product is: [Cl:1][C:2]1[C:11]2[CH2:10][N:9]([C@H:12]([CH:16]([CH3:18])[CH3:17])[C:13]([N:22]3[CH2:27][CH2:26][CH:25]([C:28]#[N:29])[CH2:24][CH2:23]3)=[O:14])[C:8](=[O:19])[C:7]3=[CH:20][NH:21][C:5]([C:6]=23)=[N:4][CH:3]=1. (7) Given the reactants [I:1][C:2]1[C:3]([CH2:11][NH:12]C(=O)C)=[CH:4][C:5]2[O:9][CH2:8][O:7][C:6]=2[CH:10]=1, predict the reaction product. The product is: [I:1][C:2]1[C:3]([CH2:11][NH2:12])=[CH:4][C:5]2[O:9][CH2:8][O:7][C:6]=2[CH:10]=1.